Task: Predict the product of the given reaction.. Dataset: Forward reaction prediction with 1.9M reactions from USPTO patents (1976-2016) (1) The product is: [Cl:3][C:10]1[N:9]([C:13]2[CH:18]=[CH:17][CH:16]=[CH:15][CH:14]=2)[N:8]=[C:7]([CH3:6])[C:11]=1[CH:20]=[O:23]. Given the reactants P(Cl)(Cl)([Cl:3])=O.[CH3:6][C:7]1[CH2:11][C:10](=O)[N:9]([C:13]2[CH:18]=[CH:17][CH:16]=[CH:15][CH:14]=2)[N:8]=1.O.[C:20](=[O:23])([O-])O.[Na+], predict the reaction product. (2) Given the reactants [NH2:1][C:2]1[CH:3]=[C:4]([CH:11]=[C:12]([O:14][CH3:15])[CH:13]=1)[C:5]([NH:7][O:8][CH2:9][CH3:10])=[O:6].[OH-].[Na+].[Cl:18][C:19]1[N:24]=[C:23]([Cl:25])[C:22]([CH2:26]I)=[CH:21][N:20]=1, predict the reaction product. The product is: [Cl:18][C:19]1[N:24]=[C:23]([Cl:25])[C:22]([CH2:26][NH:1][C:2]2[CH:3]=[C:4]([CH:11]=[C:12]([O:14][CH3:15])[CH:13]=2)[C:5]([NH:7][O:8][CH2:9][CH3:10])=[O:6])=[CH:21][N:20]=1. (3) Given the reactants [F:1][C:2]1[CH:23]=[CH:22][C:5]([CH2:6][N:7]2[CH2:13][CH:12]3[N:14]([C:15](=[O:21])[CH2:16][O:17]C(=O)C)[CH:9]([CH2:10][CH2:11]3)[CH2:8]2)=[CH:4][CH:3]=1.O.O.[OH-].[Li+], predict the reaction product. The product is: [F:1][C:2]1[CH:3]=[CH:4][C:5]([CH2:6][N:7]2[CH2:13][CH:12]3[N:14]([C:15](=[O:21])[CH2:16][OH:17])[CH:9]([CH2:10][CH2:11]3)[CH2:8]2)=[CH:22][CH:23]=1. (4) The product is: [CH2:8]([O:7][C:5](=[O:6])[CH2:4][C:3](=[O:10])[CH2:2][S:19][C:15]1[CH:16]=[CH:17][CH:18]=[C:13]([O:12][CH3:11])[CH:14]=1)[CH3:9]. Given the reactants Cl[CH2:2][C:3](=[O:10])[CH2:4][C:5]([O:7][CH2:8][CH3:9])=[O:6].[CH3:11][O:12][C:13]1[CH:14]=[C:15]([SH:19])[CH:16]=[CH:17][CH:18]=1.C(=O)([O-])[O-].[K+].[K+], predict the reaction product. (5) Given the reactants C[O:2][C:3](=[O:24])[C:4]1[CH:9]=[C:8]([C:10]2[S:11][CH:12]=[C:13]([C:15]3[CH:20]=[CH:19][C:18]([Cl:21])=[C:17]([Cl:22])[CH:16]=3)[N:14]=2)[CH:7]=[CH:6][C:5]=1Br.[Cl:25][C:26]1[CH:31]=[CH:30][CH:29]=[C:28]([O:32][CH3:33])[C:27]=1B(O)O, predict the reaction product. The product is: [Cl:25][C:26]1[CH:31]=[CH:30][CH:29]=[C:28]([O:32][CH3:33])[C:27]=1[C:5]1[C:4]([C:3]([OH:2])=[O:24])=[CH:9][C:8]([C:10]2[S:11][CH:12]=[C:13]([C:15]3[CH:20]=[CH:19][C:18]([Cl:21])=[C:17]([Cl:22])[CH:16]=3)[N:14]=2)=[CH:7][CH:6]=1.